Dataset: Catalyst prediction with 721,799 reactions and 888 catalyst types from USPTO. Task: Predict which catalyst facilitates the given reaction. (1) Reactant: [O:1]1[C:5]([C:6]2[CH:11]=[CH:10][C:9]([NH:12][NH2:13])=[CH:8][CH:7]=2)=[CH:4][N:3]=[CH:2]1.[OH:14][C:15]1[CH:22]=[CH:21][C:18]([CH:19]=O)=[CH:17][CH:16]=1. Product: [O:1]1[C:5]([C:6]2[CH:7]=[CH:8][C:9]([NH:12][N:13]=[CH:19][C:18]3[CH:21]=[CH:22][C:15]([OH:14])=[CH:16][CH:17]=3)=[CH:10][CH:11]=2)=[CH:4][N:3]=[CH:2]1. The catalyst class is: 8. (2) Reactant: [C:1]1([NH:7]N)[CH:6]=[CH:5][CH:4]=[CH:3][CH:2]=1.B(F)(F)F.[CH3:13][CH2:14]OCC. Product: [NH:7]1[C:1]2[C:6](=[CH:5][CH:4]=[CH:3][CH:2]=2)[CH:14]=[CH:13]1. The catalyst class is: 699. (3) Reactant: [OH:1][C:2]1[CH:9]=[CH:8][C:5]([C:6]#[N:7])=[CH:4][C:3]=1[N+:10]([O-])=O.[H][H]. Product: [NH2:10][C:3]1[CH:4]=[C:5]([CH:8]=[CH:9][C:2]=1[OH:1])[C:6]#[N:7]. The catalyst class is: 19. (4) Reactant: [Br:1][C:2]1[CH:7]=[CH:6][CH:5]=[CH:4][CH:3]=1.[C:8]1([S:14](Cl)(=[O:16])=[O:15])[CH:13]=[CH:12][CH:11]=[CH:10][CH:9]=1.[Cl-].[In+3].[Cl-].[Cl-].FC(F)(F)S(O)(=O)=O.[OH-].[Na+]. Product: [Br:1][C:2]1[CH:7]=[CH:6][C:5]([S:14]([C:8]2[CH:13]=[CH:12][CH:11]=[CH:10][CH:9]=2)(=[O:16])=[O:15])=[CH:4][CH:3]=1. The catalyst class is: 55. (5) Reactant: [F:1][C:2]([F:16])([F:15])[C:3]1[N:7]2[CH:8]=[C:9](B(O)O)[CH:10]=[CH:11][C:6]2=[N:5][N:4]=1.Br[C:18]1[CH:23]=[CH:22][C:21]([O:24][C:25]([F:28])([F:27])[F:26])=[C:20]([F:29])[CH:19]=1.C([O-])([O-])=O.[Na+].[Na+]. Product: [F:29][C:20]1[CH:19]=[C:18]([C:9]2[CH:10]=[CH:11][C:6]3[N:7]([C:3]([C:2]([F:16])([F:15])[F:1])=[N:4][N:5]=3)[CH:8]=2)[CH:23]=[CH:22][C:21]=1[O:24][C:25]([F:26])([F:27])[F:28]. The catalyst class is: 455.